Dataset: Catalyst prediction with 721,799 reactions and 888 catalyst types from USPTO. Task: Predict which catalyst facilitates the given reaction. (1) Reactant: [Cl:1][C:2]1[CH:3]=[CH:4][C:5]([CH2:8][CH2:9][C:10]2[CH:15]=[CH:14][N:13]([C:16]3[CH:21]=[CH:20][C:19]4[C:22]5[CH2:23][N:24](C(OC(C)(C)C)=O)[CH2:25][CH2:26][C:27]=5[O:28][C:18]=4[CH:17]=3)[C:12](=[O:36])[CH:11]=2)=[N:6][CH:7]=1.Cl. Product: [Cl:1][C:2]1[CH:3]=[CH:4][C:5]([CH2:8][CH2:9][C:10]2[CH:15]=[CH:14][N:13]([C:16]3[CH:21]=[CH:20][C:19]4[C:22]5[CH2:23][NH:24][CH2:25][CH2:26][C:27]=5[O:28][C:18]=4[CH:17]=3)[C:12](=[O:36])[CH:11]=2)=[N:6][CH:7]=1. The catalyst class is: 275. (2) Product: [CH2:30]([O:29][C:27]1[C:26]([O:32][CH2:33][CH3:34])=[CH:25][C:12]2[C:13]3[N:18]([CH:9]([CH2:8][N:7]4[CH2:2][CH2:3][CH2:4][C:5]4=[O:6])[CH2:10][C:11]=2[CH:28]=1)[CH:17]=[C:16]([C:19]([OH:21])=[O:20])[C:15](=[O:24])[CH:14]=3)[CH3:31]. The catalyst class is: 20. Reactant: Cl[CH2:2][CH2:3][CH2:4][C:5]([NH:7][CH2:8][CH:9]1[N:18]2[C:13](=[CH:14][C:15](=[O:24])[C:16]([C:19]([O:21]CC)=[O:20])=[CH:17]2)[C:12]2[CH:25]=[C:26]([O:32][CH2:33][CH3:34])[C:27]([O:29][CH2:30][CH3:31])=[CH:28][C:11]=2[CH2:10]1)=[O:6].CC([O-])(C)C.[K+].O[Li].O.Cl. (3) Reactant: [CH2:1]([O:5][C:6]1[CH:7]=[N:8][CH:9]=[C:10]([CH:15]=1)[C:11]([O:13][CH3:14])=[O:12])[CH:2]([CH3:4])[CH3:3].NC(N)=[O:18].OO.FC(F)(F)C(OC(=O)C(F)(F)F)=O.C(=O)([O-])O.[Na+]. Product: [CH2:1]([O:5][C:6]1[CH:7]=[N+:8]([O-:18])[CH:9]=[C:10]([C:11]([O:13][CH3:14])=[O:12])[CH:15]=1)[CH:2]([CH3:4])[CH3:3]. The catalyst class is: 10. (4) Reactant: [NH:1]1[CH2:6][CH2:5][CH:4]([OH:7])[CH2:3][CH2:2]1.C(N(CC)CC)C.[C:15](Cl)(=[O:20])[C:16]([CH3:19])([CH3:18])[CH3:17].[NH4+]. Product: [OH:7][CH:4]1[CH2:5][CH2:6][N:1]([C:15](=[O:20])[C:16]([CH3:19])([CH3:18])[CH3:17])[CH2:2][CH2:3]1. The catalyst class is: 4. (5) Reactant: Cl[C:2]1[N:7]=[CH:6][N:5]=[C:4]([NH:8][C:9]2[CH:14]=[CH:13][C:12]([S:15]([CH3:18])(=[O:17])=[O:16])=[CH:11][CH:10]=2)[CH:3]=1.[C:19]([O:23][C:24]([N:26]1[CH2:31][CH2:30][CH:29]([CH2:32][NH:33][CH3:34])[CH2:28][CH2:27]1)=[O:25])([CH3:22])([CH3:21])[CH3:20].C([O-])([O-])=O.[K+].[K+]. Product: [C:19]([O:23][C:24]([N:26]1[CH2:31][CH2:30][CH:29]([CH2:32][N:33]([C:2]2[CH:3]=[C:4]([NH:8][C:9]3[CH:14]=[CH:13][C:12]([S:15]([CH3:18])(=[O:17])=[O:16])=[CH:11][CH:10]=3)[N:5]=[CH:6][N:7]=2)[CH3:34])[CH2:28][CH2:27]1)=[O:25])([CH3:22])([CH3:21])[CH3:20]. The catalyst class is: 3.